This data is from Peptide-MHC class I binding affinity with 185,985 pairs from IEDB/IMGT. The task is: Regression. Given a peptide amino acid sequence and an MHC pseudo amino acid sequence, predict their binding affinity value. This is MHC class I binding data. (1) The binding affinity (normalized) is 0.208. The MHC is HLA-A24:02 with pseudo-sequence HLA-A24:02. The peptide sequence is FLSHYFTLV. (2) The peptide sequence is YSELALNVTE. The MHC is Mamu-A01 with pseudo-sequence Mamu-A01. The binding affinity (normalized) is 0.465. (3) The peptide sequence is DTSPTKRCR. The MHC is HLA-A33:01 with pseudo-sequence HLA-A33:01. The binding affinity (normalized) is 0.484. (4) The peptide sequence is IVPDADPPI. The binding affinity (normalized) is 0.396. The MHC is Mamu-A01 with pseudo-sequence Mamu-A01.